This data is from hERG potassium channel inhibition data for cardiac toxicity prediction from Karim et al.. The task is: Regression/Classification. Given a drug SMILES string, predict its toxicity properties. Task type varies by dataset: regression for continuous values (e.g., LD50, hERG inhibition percentage) or binary classification for toxic/non-toxic outcomes (e.g., AMES mutagenicity, cardiotoxicity, hepatotoxicity). Dataset: herg_karim. (1) The drug is Fc1ccc(Cn2c(N3CCC(n4cccn4)CC3)nc3ccccc32)cc1. The result is 1 (blocker). (2) The molecule is O=C([C@H]1CNCC[C@@]12OCc1cc(F)c(F)cc12)N(Cc1cc(Cl)ccc1Cl)C1CC1. The result is 1 (blocker). (3) The molecule is CCn1cc([C@]2(c3cccc(C#CC4CC4)c3)N=C(N)c3c(F)cccc32)cc(C)c1=O. The result is 1 (blocker). (4) The drug is O=C(NC(c1ccc(Cl)cc1)c1ccncc1Cl)[C@@H]1CC[C@@H](N2CCOCC2)C[C@H]1c1ccc(Br)cc1. The result is 1 (blocker). (5) The molecule is O[C@H]1c2ccccc2CCC12CCN(CCc1ccccc1)CC2. The result is 1 (blocker). (6) The compound is O=C(O)c1ccc(-c2noc(C3CCN(C(=O)NC4CC4c4ccccc4)CC3)n2)cc1. The result is 0 (non-blocker).